From a dataset of Catalyst prediction with 721,799 reactions and 888 catalyst types from USPTO. Predict which catalyst facilitates the given reaction. (1) Reactant: [F:1][C:2]1[CH:18]=[C:17]([F:19])[CH:16]=[CH:15][C:3]=1[O:4][C:5]1[N:10]=[C:9]2[NH:11][N:12]=[C:13]([NH2:14])[C:8]2=[CH:7][N:6]=1.[CH3:20][C:21]([CH3:23])=O.C1COCC1.[BH-](OC(C)=O)(OC(C)=O)OC(C)=O.[Na+]. Product: [F:1][C:2]1[CH:18]=[C:17]([F:19])[CH:16]=[CH:15][C:3]=1[O:4][C:5]1[N:10]=[C:9]2[NH:11][N:12]=[C:13]([NH:14][CH:21]([CH3:23])[CH3:20])[C:8]2=[CH:7][N:6]=1. The catalyst class is: 28. (2) Reactant: [I:1][C:2]1[C:3]([CH3:14])=[CH:4][C:5]([O:12][CH3:13])=[C:6]([CH:11]=1)[C:7]([O:9]C)=[O:8].[OH-].[Na+]. The catalyst class is: 8. Product: [I:1][C:2]1[C:3]([CH3:14])=[CH:4][C:5]([O:12][CH3:13])=[C:6]([CH:11]=1)[C:7]([OH:9])=[O:8]. (3) Reactant: [H-].[Na+].[C:3]([C:6]1[CH:7]=[C:8]([CH:11]=[CH:12][CH:13]=1)[C:9]#[N:10])(=[O:5])[CH3:4].[C:14](=O)([O:18]CC)[O:15][CH2:16][CH3:17].[Cl-].[NH4+]. Product: [C:9]([C:8]1[CH:7]=[C:6]([C:3](=[O:5])[CH2:4][C:14]([O:15][CH2:16][CH3:17])=[O:18])[CH:13]=[CH:12][CH:11]=1)#[N:10]. The catalyst class is: 7. (4) Reactant: C(Cl)(=O)C(Cl)=O.CS(C)=O.[OH:11][CH2:12][CH2:13][CH2:14][CH2:15][C:16]#[C:17][C:18]([O:20][C:21]([CH3:24])([CH3:23])[CH3:22])=[O:19].C(N(CC)CC)C. Product: [O:11]=[CH:12][CH2:13][CH2:14][CH2:15][C:16]#[C:17][C:18]([O:20][C:21]([CH3:24])([CH3:23])[CH3:22])=[O:19]. The catalyst class is: 2. (5) Reactant: Br[C:2]1[CH:10]=[C:9]2[C:5]([CH2:6][C:7](=[O:11])[NH:8]2)=[CH:4][CH:3]=1.[O:12]1[CH:16]=[CH:15][C:14](B(O)O)=[CH:13]1.C(=O)([O-])[O-].[Na+].[Na+]. Product: [O:12]1[CH:16]=[CH:15][C:14]([C:2]2[CH:10]=[C:9]3[C:5]([CH2:6][C:7](=[O:11])[NH:8]3)=[CH:4][CH:3]=2)=[CH:13]1. The catalyst class is: 216. (6) Reactant: [C:1]([NH:4][C:5]1[S:6][C:7]([C:11]2[CH:16]=[CH:15][C:14]([S:17](Cl)(=[O:19])=[O:18])=[CH:13][CH:12]=2)=[C:8]([CH3:10])[N:9]=1)(=[O:3])[CH3:2].C(=O)([O-])[O-].[Na+].[Na+].[NH3:27].C(OCC)C. Product: [CH3:10][C:8]1[N:9]=[C:5]([NH:4][C:1](=[O:3])[CH3:2])[S:6][C:7]=1[C:11]1[CH:16]=[CH:15][C:14]([S:17](=[O:19])(=[O:18])[NH2:27])=[CH:13][CH:12]=1. The catalyst class is: 12. (7) Reactant: [Cl:1][C:2]1[C:3]([NH:25][C:26](=[O:36])[CH2:27][C@H:28]([C:30]2[CH:35]=[CH:34][CH:33]=[CH:32][CH:31]=2)[CH3:29])=[C:4]2[C:9](=[CH:10][CH:11]=1)[N:8]=[C:7]([CH2:12][CH2:13][CH2:14][N:15]([CH2:23][CH3:24])C(=O)OC(C)(C)C)[CH:6]=[CH:5]2.[ClH:37]. Product: [ClH:1].[ClH:37].[Cl:1][C:2]1[C:3]([NH:25][C:26](=[O:36])[CH2:27][C@@H:28]([CH3:29])[C:30]2[CH:35]=[CH:34][CH:33]=[CH:32][CH:31]=2)=[C:4]2[C:9](=[CH:10][CH:11]=1)[N:8]=[C:7]([CH2:12][CH2:13][CH2:14][NH:15][CH2:23][CH3:24])[CH:6]=[CH:5]2. The catalyst class is: 269. (8) Reactant: [C:1](#[N:5])[CH:2]([CH3:4])[CH3:3].[Li+].CC([N-]C(C)C)C.Br[CH2:15][CH:16]1[CH2:18][CH2:17]1. Product: [CH:18]1([CH2:17][C:2]([CH3:4])([CH3:3])[C:1]#[N:5])[CH2:16][CH2:15]1. The catalyst class is: 1. (9) Reactant: [Cl:1][CH2:2][CH2:3][C:4](Cl)=[O:5].[Al+3].[Cl-].[Cl-].[Cl-].[S:11]1[CH:15]=[CH:14][CH:13]=[CH:12]1. Product: [Cl:1][CH2:2][CH2:3][C:4]([C:12]1[S:11][CH:15]=[CH:14][CH:13]=1)=[O:5]. The catalyst class is: 4. (10) Reactant: [F:1][C:2]1[CH:18]=[CH:17][CH:16]=[C:15]([F:19])[C:3]=1[CH2:4][O:5][C:6]1[CH:11]=[CH:10][C:9]([CH2:12][C:13]#[N:14])=[CH:8][CH:7]=1.[N-:20]=[N+:21]=[N-:22].[Na+].[Cl-].[NH4+]. Product: [F:1][C:2]1[CH:18]=[CH:17][CH:16]=[C:15]([F:19])[C:3]=1[CH2:4][O:5][C:6]1[CH:7]=[CH:8][C:9]([CH2:12][C:13]2[NH:22][N:21]=[N:20][N:14]=2)=[CH:10][CH:11]=1. The catalyst class is: 3.